From a dataset of Reaction yield outcomes from USPTO patents with 853,638 reactions. Predict the reaction yield, written as a fraction of the theoretical maximum amount of product (1.0 means a 100% yield; for example, 0.34 means a 34% yield). (1) The reactants are [Br:1][C:2]1[CH:3]=[C:4]([OH:8])[CH:5]=[N:6][CH:7]=1.[C:9]1(P([C:9]2[CH:14]=[CH:13][CH:12]=[CH:11][CH:10]=2)[C:9]2[CH:14]=[CH:13][CH:12]=[CH:11][CH:10]=2)[CH:14]=[CH:13][CH:12]=[CH:11][CH:10]=1.C1(O)CCCCC1.N(/C(OCC1C=CC(Cl)=CC=1)=O)=N\C(OCC1C=CC(Cl)=CC=1)=O. The catalyst is C1COCC1. The product is [Br:1][C:2]1[CH:7]=[N:6][CH:5]=[C:4]([O:8][CH:9]2[CH2:14][CH2:13][CH2:12][CH2:11][CH2:10]2)[CH:3]=1. The yield is 0.272. (2) The reactants are Br[C:2]1[C:11]2[C:6](=[CH:7][CH:8]=[CH:9][CH:10]=2)[C:5]([C:12]2[CH:17]=[CH:16][CH:15]=[CH:14][CH:13]=2)=[CH:4][CH:3]=1.CCCCCC.C([Li])CCC.[B:29](OC(C)C)([O:34]C(C)C)[O:30]C(C)C.Cl. The catalyst is O.C1(C)C=CC=CC=1.C(OCC)C.C1COCC1. The product is [C:12]1([C:5]2[C:6]3[C:11](=[CH:10][CH:9]=[CH:8][CH:7]=3)[C:2]([B:29]([OH:34])[OH:30])=[CH:3][CH:4]=2)[CH:17]=[CH:16][CH:15]=[CH:14][CH:13]=1. The yield is 0.580. (3) The product is [CH:45]1([C:41]2[N:40]=[C:39]([C:13]3[C:12]4[C:16](=[CH:17][CH:18]=[C:10]([C:7]5[O:6][C:5]([NH:4][CH:1]([CH3:3])[CH3:2])=[N:9][N:8]=5)[CH:11]=4)[N:15]([S:19]([C:22]4[CH:28]=[CH:27][C:25]([CH3:26])=[CH:24][CH:23]=4)(=[O:20])=[O:21])[CH:14]=3)[CH:44]=[N:43][CH:42]=2)[CH2:47][CH2:46]1. The yield is 0.540. The reactants are [CH:1]([NH:4][C:5]1[O:6][C:7]([C:10]2[CH:11]=[C:12]3[C:16](=[CH:17][CH:18]=2)[N:15]([S:19]([C:22]2[CH:28]=[CH:27][C:25]([CH3:26])=[CH:24][CH:23]=2)(=[O:21])=[O:20])[CH:14]=[C:13]3B2OC(C)(C)C(C)(C)O2)=[N:8][N:9]=1)([CH3:3])[CH3:2].Cl[C:39]1[CH:44]=[N:43][CH:42]=[C:41]([CH:45]2[CH2:47][CH2:46]2)[N:40]=1.C1(P(C2CCCCC2)C2C=CC=CC=2C2C(C(C)C)=CC(C(C)C)=CC=2C(C)C)CCCCC1.[O-]P([O-])([O-])=O.[K+].[K+].[K+]. The catalyst is C1C=CC(/C=C/C(/C=C/C2C=CC=CC=2)=O)=CC=1.C1C=CC(/C=C/C(/C=C/C2C=CC=CC=2)=O)=CC=1.C1C=CC(/C=C/C(/C=C/C2C=CC=CC=2)=O)=CC=1.[Pd].[Pd]. (4) The reactants are [NH2:1][C:2]1[S:3][C:4](C(OCC)=O)=[C:5]([CH3:7])[N:6]=1.NC1SC=C(C)N=1.Cl[CH2:21][CH2:22][N:23]=[C:24]=[O:25]. No catalyst specified. The product is [CH3:7][C:5]1[N:6]=[C:2]([N:1]2[CH2:21][CH2:22][NH:23][C:24]2=[O:25])[S:3][CH:4]=1. The yield is 0.900. (5) The reactants are [CH2:1]([O:3][C:4]([C:6]1[O:7][C:8]2[C:13]([C:14](=[O:16])[CH:15]=1)=[CH:12][C:11]([O:17][CH3:18])=[CH:10][C:9]=2Br)=[O:5])[CH3:2].[CH2:20]([N:24]1[CH2:29][CH2:28][NH:27][CH2:26][CH2:25]1)[CH2:21][CH2:22][CH3:23]. No catalyst specified. The product is [CH2:1]([O:3][C:4]([C:6]1[O:7][C:8]2[C:13]([C:14](=[O:16])[CH:15]=1)=[CH:12][C:11]([O:17][CH3:18])=[CH:10][C:9]=2[N:27]1[CH2:28][CH2:29][N:24]([CH2:20][CH2:21][CH2:22][CH3:23])[CH2:25][CH2:26]1)=[O:5])[CH3:2]. The yield is 0.410. (6) The reactants are [CH:1]1([CH2:4][O:5][C:6]2[CH:11]=[CH:10][C:9]([S:12]([CH2:15][CH3:16])(=[O:14])=[O:13])=[CH:8][C:7]=2[C:17]2[CH:18]=[C:19]([OH:25])[C:20](=[O:24])[N:21]([CH3:23])[CH:22]=2)[CH2:3][CH2:2]1.FC(F)(F)S(O[CH2:32][C:33]([F:36])([F:35])[F:34])(=O)=O.C([O-])([O-])=O.[Cs+].[Cs+]. The catalyst is CN(C=O)C. The product is [CH:1]1([CH2:4][O:5][C:6]2[CH:11]=[CH:10][C:9]([S:12]([CH2:15][CH3:16])(=[O:14])=[O:13])=[CH:8][C:7]=2[C:17]2[CH:18]=[C:19]([O:25][CH2:32][C:33]([F:36])([F:35])[F:34])[C:20](=[O:24])[N:21]([CH3:23])[CH:22]=2)[CH2:3][CH2:2]1. The yield is 0.470.